This data is from Full USPTO retrosynthesis dataset with 1.9M reactions from patents (1976-2016). The task is: Predict the reactants needed to synthesize the given product. Given the product [Cl:8][C:7]1[C:2]([N:18]([CH2:17][CH:13]2[CH2:14][CH2:15][CH2:16]2)[S:19]([C:22]2[CH:31]=[CH:30][C:25]([C:26]([O:28][CH3:29])=[O:27])=[CH:24][CH:23]=2)(=[O:21])=[O:20])=[N:3][CH:4]=[C:5]([C:9]([F:12])([F:11])[F:10])[CH:6]=1, predict the reactants needed to synthesize it. The reactants are: Cl[C:2]1[C:7]([Cl:8])=[CH:6][C:5]([C:9]([F:12])([F:11])[F:10])=[CH:4][N:3]=1.[CH:13]1([CH2:17][NH:18][S:19]([C:22]2[CH:31]=[CH:30][C:25]([C:26]([O:28][CH3:29])=[O:27])=[CH:24][CH:23]=2)(=[O:21])=[O:20])[CH2:16][CH2:15][CH2:14]1.